The task is: Regression. Given a target protein amino acid sequence and a drug SMILES string, predict the binding affinity score between them. We predict pKi (pKi = -log10(Ki in M); higher means stronger inhibition). Dataset: bindingdb_ki.. This data is from Drug-target binding data from BindingDB using Ki measurements. (1) The small molecule is CC[C@H](C)[C@H](NC(=O)[C@H](CC(C)C)NC(=O)[C@@H](N)CO)C(=O)NCC(=O)N[C@@H](CCCN=C(N)N)C(=O)N[C@@H](CC(C)C)C(N)=O. The target protein (Q63645) has sequence MRSLSLAWLLGGITLLAASASCNRTVNAPGPNSKGRSLIGRLDTPPPITGKGAPVEPGFSVDEFSASVLTGKLTTVFLPVIYIIVFVIGLPSNGMALWVFFFRTKKKHPAVIYMANLALADLLSVIWFPLKISYHLHGNDWTYGDALCKVLIGFFYGNMYCSILFMTCLSVQRYWVIVNPMGHSRKRANIAVGVSLAIWLLIFLVTIPLYVMRQTIYIPALNITTCHDVLPEEVLVGDMFSYFLSLAIGVFLFPALLTASAYVLMIKTLRSSAMDEHSEKKRRRAIRLIITVLSMYFICFAPSNVLLVVHYFLIKSQRQSHVYALYLVALCLSTLNSCIDPFVYYFVSKDFRDQARNALLCRSVRTVKRMQISLTSNKFSRKSSSYSSSSTSVKTSY. The pKi is 6.6. (2) The small molecule is Cc1ccc(-c2cc(C(F)(F)F)nn2-c2ccc(S(N)(=O)=O)cc2)cc1. The target protein sequence is MRFVSMIIKDILRENQDFRFRDLSDLKHSPKLCIITCMDSRLIDLLERALGIGRGDAKVIKNAGNIVDDGVIRSAAVAIYALGVNEIIIVGHTDCGMARLDEDLIVSRMRELGVEEEVIENFSIDVLNPVGDEEENVIEGVKRLKSSPLIPESIGVHGLIIDINTGRLKPLYLDED. The pKi is 4.4. (3) The small molecule is c1ccc2c(c1)CC(N1CCN(c3cccc4c3OCCO4)CC1)C2. The target protein sequence is MDVANNTTSPERSPEGAGGPGLAEVTLGYQLLTSLLLGTLILCAVSGNACVIAAIALERSLQTVANYLIGSLAVTDLMVSVLVLPMAALYQVLNKWTLGQVTCDIFISLDVLCCTSSILHLCAIALDRYWAITDPIDYVNKRTPRRAAVLISLTWLIGFLISIPPMLGWRTPEDRSDPDACTISKDHGYTIYSTFGAFYIPLLLMLVLYGRIFKAARFRIRKTVRKVEKKKVADTCLTLSPSALQKKSNGEPGKGWRRTVEHKPGVCVNGAVRQGEDGAALEIIEVQRCNSSSKTHLPLPSEACGSPPPPSFEKRNEKNTEAKRRMALSRERKTVKTLGIIMGTFILCWLPFFIVALVLPFCDSKCYMPKWLEAVINWLGYSNSLLNPIIYAYFNKDFQSAFKKIIKCKFCRQ. The pKi is 8.7. (4) The drug is COc1ccc2c(c1)c(CC(=O)O)c(C)n2C(=O)c1ccc(Cl)cc1. The target protein (P70502) has sequence MGDLEKGAATHGAGCFAKIKVFLMALTCAYVSKSLSGTFMSSMLTQIERQFGIPTAIVGFINGSFEIGNLLLIIFVSYFGMKLHRPIVIGVGCAVMGLGCFIISLPHFLMGRYEYETTILPTSNLSSNSFLCMENQTQTLNPAQDPAECVKEVKSLMWIYVLVGNIIRGIGETPIMPLGVSYIENFAKSENSPLYIGILETGKMIGPIFGLLLGSFCASIYVDTGSVNTDDLTITPTDIRWVGAWWIGFLVCAGVNILISIPFFFFPKTLPKEGLQENVDGTENAKEESTEKRPRKKNRGITKDFFPFLKSPVLQPDLHAVHPYKVLQVNAFNIYFSFLPKYLENQYGKSTAEVIFLMGVYNLPAICIGYLIAGFMMKKFKITVKTAAFLAFCLSLSEYSFGFCNFLITCDNVPVAGLTNSYERDQKPLYLENNVLADCNTRCSCLTKTWDPVCGDNGLAYMSACLAGCEKSVGTGTNMVFHNCSCIQSPGNSSAVLGLC.... The pKi is 3.0.